This data is from Reaction yield outcomes from USPTO patents with 853,638 reactions. The task is: Predict the reaction yield, written as a fraction of the theoretical maximum amount of product (1.0 means a 100% yield; for example, 0.34 means a 34% yield). (1) The reactants are [CH2:1]([S:4]([N:7]([C:14]1[CH:19]=[C:18]([F:20])[C:17]([F:21])=[C:16]([C:22]([C:24]2[CH:25]=[C:26]3[C:31](=[CH:32][CH:33]=2)[N:30]=[CH:29][C:28]([N:34]2[CH2:39][CH2:38][O:37][CH2:36][CH2:35]2)=[N:27]3)=[O:23])[C:15]=1[F:40])S(CCC)(=O)=O)(=[O:6])=[O:5])[CH2:2][CH3:3].[OH-].[Na+]. The catalyst is CO. The product is [F:40][C:15]1[C:16]([C:22]([C:24]2[CH:25]=[C:26]3[C:31](=[CH:32][CH:33]=2)[N:30]=[CH:29][C:28]([N:34]2[CH2:39][CH2:38][O:37][CH2:36][CH2:35]2)=[N:27]3)=[O:23])=[C:17]([F:21])[C:18]([F:20])=[CH:19][C:14]=1[NH:7][S:4]([CH2:1][CH2:2][CH3:3])(=[O:5])=[O:6]. The yield is 0.689. (2) The reactants are Cl.[NH2:2][CH2:3][C:4]([C:6]1[CH:11]=[CH:10][CH:9]=[CH:8][CH:7]=1)=[O:5].[C:12]([CH2:14][C:15](O)=[O:16])#[N:13].OC1C2N=NNC=2C=CC=1.CCN=C=NCCCN(C)C. The catalyst is ClCCl.O.CC(=O)OCC. The product is [C:12]([CH2:14][C:15]([NH:2][CH2:3][C:4](=[O:5])[C:6]1[CH:11]=[CH:10][CH:9]=[CH:8][CH:7]=1)=[O:16])#[N:13]. The yield is 0.430. (3) The reactants are C(OC([N:8]1[CH2:13][C@@H:12]([CH3:14])[N:11]([C:15]2[CH:16]=[C:17]3[C:26](=[CH:27][C:28]=2[C:29]2[CH:34]=[CH:33][CH:32]=[CH:31][C:30]=2[F:35])[O:25][CH2:24][C:23]2[N:18]3[C@H:19]([CH3:37])[C:20](=[O:36])[NH:21][N:22]=2)[CH2:10][C@@H:9]1[CH3:38])=O)(C)(C)C.[ClH:39]. No catalyst specified. The product is [ClH:39].[CH3:14][C@@H:12]1[CH2:13][NH:8][C@@H:9]([CH3:38])[CH2:10][N:11]1[C:15]1[CH:16]=[C:17]2[C:26](=[CH:27][C:28]=1[C:29]1[CH:34]=[CH:33][CH:32]=[CH:31][C:30]=1[F:35])[O:25][CH2:24][C:23]1[N:18]2[C@H:19]([CH3:37])[C:20](=[O:36])[NH:21][N:22]=1. The yield is 0.990. (4) The reactants are [OH:1][CH:2]([C:18]1[CH:23]=[C:22]([CH3:24])[CH:21]=[C:20]([O:25][CH3:26])[CH:19]=1)[C@@H:3]1[C@:12]2([CH3:13])[C@H:7]([C:8]([CH3:15])([CH3:14])[CH2:9][CH2:10][CH2:11]2)[CH2:6][CH2:5][C@@:4]1([CH3:17])[OH:16].[Cr](Cl)([O-])(=O)=O.[NH+]1C=CC=CC=1. The catalyst is C(Cl)Cl. The product is [CH3:26][O:25][C:20]1[CH:19]=[C:18]([C:2]([C@@H:3]2[C@:12]3([CH3:13])[C@H:7]([C:8]([CH3:15])([CH3:14])[CH2:9][CH2:10][CH2:11]3)[CH2:6][CH2:5][C@@:4]2([CH3:17])[OH:16])=[O:1])[CH:23]=[C:22]([CH3:24])[CH:21]=1. The yield is 0.880.